From a dataset of NCI-60 drug combinations with 297,098 pairs across 59 cell lines. Regression. Given two drug SMILES strings and cell line genomic features, predict the synergy score measuring deviation from expected non-interaction effect. (1) Drug 1: CC12CCC3C(C1CCC2=O)CC(=C)C4=CC(=O)C=CC34C. Drug 2: CC(C)CN1C=NC2=C1C3=CC=CC=C3N=C2N. Cell line: COLO 205. Synergy scores: CSS=58.9, Synergy_ZIP=2.54, Synergy_Bliss=4.06, Synergy_Loewe=3.30, Synergy_HSA=2.55. (2) Drug 1: CC=C1C(=O)NC(C(=O)OC2CC(=O)NC(C(=O)NC(CSSCCC=C2)C(=O)N1)C(C)C)C(C)C. Drug 2: COC1=C2C(=CC3=C1OC=C3)C=CC(=O)O2. Cell line: MALME-3M. Synergy scores: CSS=46.6, Synergy_ZIP=4.68, Synergy_Bliss=1.20, Synergy_Loewe=-38.9, Synergy_HSA=-0.354.